This data is from Catalyst prediction with 721,799 reactions and 888 catalyst types from USPTO. The task is: Predict which catalyst facilitates the given reaction. Reactant: C1C2[C:10]3=CC4C=CC(C(O)=O)=CC=4[N:9]3[CH2:8]C=CC=2C=CC=1.CN(C)S(N)(=O)=[O:25].Cl.CN(C)CCCN=C=NCC.C[C:42]([N:44]([CH3:46])[CH3:45])=[O:43]. Product: [N:44]1([C:42]([OH:25])=[O:43])[CH2:46][CH2:10][NH:9][CH2:8][CH2:45]1. The catalyst class is: 142.